From a dataset of Forward reaction prediction with 1.9M reactions from USPTO patents (1976-2016). Predict the product of the given reaction. (1) Given the reactants C([O:4][C@H:5]1[CH2:22][CH2:21][C@@:20]2([CH3:23])[C@@H:7]([CH2:8][CH2:9][C@:10]3([CH3:62])[C@@H:19]2[CH2:18][CH2:17][C@H:16]2[C@@:11]3([CH3:61])[CH2:12][CH2:13][C@@:14]3([C:30](=[O:60])[NH:31][C@H:32]([C@H:40]([OH:59])[CH2:41][N:42]4[C@H:51]([C:52](=[O:58])[NH:53][C:54]([CH3:57])([CH3:56])[CH3:55])[CH2:50][C@H:49]5[C@H:44]([CH2:45][CH2:46][CH2:47][CH2:48]5)[CH2:43]4)[CH2:33][C:34]4[CH:39]=[CH:38][CH:37]=[CH:36][CH:35]=4)[CH2:26][CH2:25][C@@H:24]([C:27]([CH3:29])=[CH2:28])[C@@H:15]32)[C:6]1([CH3:64])[CH3:63])(=O)C.C1COCC1.[OH-].[Na+], predict the reaction product. The product is: [C:54]([NH:53][C:52]([C@@H:51]1[CH2:50][C@H:49]2[C@H:44]([CH2:45][CH2:46][CH2:47][CH2:48]2)[CH2:43][N:42]1[CH2:41][C@@H:40]([OH:59])[C@@H:32]([NH:31][C:30]([C@:14]12[CH2:26][CH2:25][C@@H:24]([C:27]([CH3:29])=[CH2:28])[C@@H:15]1[C@@H:16]1[C@@:11]([CH3:61])([CH2:12][CH2:13]2)[C@@:10]2([CH3:62])[C@@H:19]([C@:20]3([CH3:23])[C@@H:7]([CH2:8][CH2:9]2)[C:6]([CH3:63])([CH3:64])[C@@H:5]([OH:4])[CH2:22][CH2:21]3)[CH2:18][CH2:17]1)=[O:60])[CH2:33][C:34]1[CH:35]=[CH:36][CH:37]=[CH:38][CH:39]=1)=[O:58])([CH3:55])([CH3:56])[CH3:57]. (2) Given the reactants [CH3:1][O:2][C:3](=[O:15])[CH2:4][CH2:5][CH2:6][CH2:7][CH2:8][CH2:9][CH2:10][CH2:11][C:12](O)=[O:13].ON1C2C=CC=CC=2N=N1.[CH:26]1([N:32]=[C:33]=NC2CCCCC2)CCCCC1.CNC, predict the reaction product. The product is: [CH3:26][N:32]([CH3:33])[C:12]([CH2:11][CH2:10][CH2:9][CH2:8][CH2:7][CH2:6][CH2:5][CH2:4][C:3]([O:2][CH3:1])=[O:15])=[O:13]. (3) The product is: [NH2:27][C:7]1[C:6]2[N:5]([C:4]([C@H:12]3[CH2:21][CH2:20][C@@H:19]4[N:14]([C:15](=[O:22])[CH2:16][CH2:17][CH2:18]4)[CH2:13]3)=[N:3][C:2]=2[Br:1])[CH:10]=[CH:9][N:8]=1. Given the reactants [Br:1][C:2]1[N:3]=[C:4]([C@H:12]2[CH2:21][CH2:20][C@@H:19]3[N:14]([C:15](=[O:22])[CH2:16][CH2:17][CH2:18]3)[CH2:13]2)[N:5]2[CH:10]=[CH:9][N:8]=[C:7](Cl)[C:6]=12.CC(O)C.[NH4+:27].[OH-], predict the reaction product. (4) Given the reactants [F:1][C:2]1[CH:9]=[CH:8][C:7]([F:10])=[CH:6][C:3]=1[CH:4]=O.[N+:11]([CH2:14][CH2:15][CH2:16][C:17]([O:19]C)=O)([O-:13])=[O:12].[N:21]1[CH:26]=[CH:25][CH:24]=[CH:23][C:22]=1[CH2:27][CH2:28][NH2:29].C([O-])(=O)C.[Na+].C(O)(=O)C, predict the reaction product. The product is: [F:1][C:2]1[CH:9]=[CH:8][C:7]([F:10])=[CH:6][C:3]=1[C@@H:4]1[N:29]([CH2:28][CH2:27][C:22]2[CH:23]=[CH:24][CH:25]=[CH:26][N:21]=2)[C:17](=[O:19])[CH2:16][CH2:15][C@H:14]1[N+:11]([O-:13])=[O:12].